This data is from Peptide-MHC class I binding affinity with 185,985 pairs from IEDB/IMGT. The task is: Regression. Given a peptide amino acid sequence and an MHC pseudo amino acid sequence, predict their binding affinity value. This is MHC class I binding data. (1) The MHC is Mamu-B52 with pseudo-sequence Mamu-B52. The peptide sequence is VAYRPISA. The binding affinity (normalized) is 0. (2) The peptide sequence is SVYRCGEL. The MHC is H-2-Kb with pseudo-sequence H-2-Kb. The binding affinity (normalized) is 0.609. (3) The peptide sequence is GAINFINL. The MHC is H-2-Kb with pseudo-sequence H-2-Kb. The binding affinity (normalized) is 0.832. (4) The peptide sequence is HTAEIQQFF. The MHC is HLA-A80:01 with pseudo-sequence HLA-A80:01. The binding affinity (normalized) is 0.284. (5) The binding affinity (normalized) is 0.828. The peptide sequence is KYQQDRDTL. The MHC is H-2-Kd with pseudo-sequence H-2-Kd. (6) The peptide sequence is NIRQAGVQY. The MHC is HLA-B54:01 with pseudo-sequence HLA-B54:01. The binding affinity (normalized) is 0. (7) The MHC is HLA-A02:06 with pseudo-sequence HLA-A02:06. The binding affinity (normalized) is 0.0171. The peptide sequence is QKEEAAICGQMDLS. (8) The peptide sequence is YLAEGHACL. The MHC is HLA-A02:06 with pseudo-sequence HLA-A02:06. The binding affinity (normalized) is 1.00. (9) The peptide sequence is MSHLNLTMPN. The MHC is H-2-Db with pseudo-sequence H-2-Db. The binding affinity (normalized) is 0.286.